From a dataset of Forward reaction prediction with 1.9M reactions from USPTO patents (1976-2016). Predict the product of the given reaction. (1) The product is: [CH3:24][O:23][CH2:22][CH2:21][O:20][C:12]1[CH:11]=[C:6]2[C:5](=[CH:14][C:13]=1[O:15][CH2:16][CH2:17][O:18][CH3:19])[N:4]=[CH:1][NH:3][C:7]2=[O:8]. Given the reactants [CH:1]([NH2:3])=O.[NH2:4][C:5]1[CH:14]=[C:13]([O:15][CH2:16][CH2:17][O:18][CH3:19])[C:12]([O:20][CH2:21][CH2:22][O:23][CH3:24])=[CH:11][C:6]=1[C:7](OC)=[O:8], predict the reaction product. (2) Given the reactants [Cl:1][C:2]1[CH:7]=[C:6]([N+:8]([O-:10])=[O:9])[CH:5]=[CH:4][C:3]=1[OH:11].[C:12](=[O:15])([O-])[O-].[K+].[K+].[F:18][C:19]1[CH:20]=[C:21]([CH:24]=[CH:25][CH:26]=1)CBr, predict the reaction product. The product is: [Cl:1][C:2]1[CH:7]=[C:6]([N+:8]([O-:10])=[O:9])[CH:5]=[CH:4][C:3]=1[O:11][C:12](=[O:15])[C:25]1[CH:24]=[CH:21][CH:20]=[C:19]([F:18])[CH:26]=1.